From a dataset of Reaction yield outcomes from USPTO patents with 853,638 reactions. Predict the reaction yield, written as a fraction of the theoretical maximum amount of product (1.0 means a 100% yield; for example, 0.34 means a 34% yield). (1) The catalyst is CC#N.[Cl-].[Na+].O. The yield is 0.230. The reactants are [C:1]1([N:7]2[C:11]([C:12]3[C:17](=[O:18])[CH:16]=[CH:15][N:14]([C:19]4[CH:24]=[CH:23][CH:22]=[C:21]([C:25]([F:28])([F:27])[F:26])[CH:20]=4)[N:13]=3)=[CH:10][CH:9]=[N:8]2)[CH:6]=[CH:5][CH:4]=[CH:3][CH:2]=1.[B-](F)(F)(F)[F:30].[B-](F)(F)(F)F.C1[N+]2(CCl)CC[N+](F)(CC2)C1. The product is [F:30][C:10]1[CH:9]=[N:8][N:7]([C:1]2[CH:2]=[CH:3][CH:4]=[CH:5][CH:6]=2)[C:11]=1[C:12]1[C:17](=[O:18])[CH:16]=[CH:15][N:14]([C:19]2[CH:24]=[CH:23][CH:22]=[C:21]([C:25]([F:27])([F:26])[F:28])[CH:20]=2)[N:13]=1. (2) The reactants are Cl[C:2]1[CH:3]=[C:4]([C:14]([NH:16][CH2:17][C:18]2[C:19](=[O:26])[NH:20][C:21]([CH3:25])=[CH:22][C:23]=2[CH3:24])=[O:15])[C:5]2[CH:10]=[N:9][N:8]([CH:11]([CH3:13])[CH3:12])[C:6]=2[N:7]=1.[O:27]1[CH2:32][CH2:31][CH:30]([NH2:33])[CH2:29][CH2:28]1. The catalyst is CCO. The product is [CH3:24][C:23]1[CH:22]=[C:21]([CH3:25])[NH:20][C:19](=[O:26])[C:18]=1[CH2:17][NH:16][C:14]([C:4]1[C:5]2[CH:10]=[N:9][N:8]([CH:11]([CH3:13])[CH3:12])[C:6]=2[N:7]=[C:2]([NH:33][CH:30]2[CH2:31][CH2:32][O:27][CH2:28][CH2:29]2)[CH:3]=1)=[O:15]. The yield is 0.640. (3) The reactants are C(=O)([O-])[O-].[Cs+].[Cs+].[OH:7][C:8]1[CH:13]=[CH:12][C:11]([CH:14]([CH3:16])[CH3:15])=[CH:10][C:9]=1[C:17]([C:19]1[CH:24]=[CH:23][CH:22]=[CH:21][CH:20]=1)=[O:18].[CH2:25]([O:27][C:28](=[O:48])[CH2:29][S:30][C:31]1[CH:36]=[CH:35][C:34]([O:37][CH2:38][CH2:39][C@@H:40]([O:42]S(C)(=O)=O)[CH3:41])=[CH:33][C:32]=1[CH3:47])[CH3:26].C(OC(=O)C)C. The catalyst is CN(C=O)C.C(O)C. The product is [CH2:25]([O:27][C:28](=[O:48])[CH2:29][S:30][C:31]1[CH:36]=[CH:35][C:34]([O:37][CH2:38][CH2:39][C@H:40]([O:7][C:8]2[CH:13]=[CH:12][C:11]([CH:14]([CH3:16])[CH3:15])=[CH:10][C:9]=2[C:17](=[O:18])[C:19]2[CH:20]=[CH:21][CH:22]=[CH:23][CH:24]=2)[CH3:41])=[CH:33][C:32]=1[CH3:47])[CH3:26].[C:17]([C:9]1[CH:10]=[C:11]([CH:14]([CH3:16])[CH3:15])[CH:12]=[CH:13][C:8]=1[O:42][C@H:40]([CH3:41])[CH2:39][CH2:38][O:37][C:34]1[CH:35]=[CH:36][C:31]([S:30][CH2:29][C:28]([OH:27])=[O:48])=[C:32]([CH3:47])[CH:33]=1)(=[O:18])[C:19]1[CH:20]=[CH:21][CH:22]=[CH:23][CH:24]=1. The yield is 0.660. (4) The reactants are C(OC([NH:8][C@H:9]([CH2:43][CH2:44][CH2:45][CH2:46][NH:47]C(OC(C)(C)C)=O)[C:10]([NH:12][CH2:13][CH2:14][C:15]([O:17][C:18]1[CH:19]=[CH:20][C:21]2[C:27]3[C:28]([O:36][CH3:37])=[C:29]([O:34][CH3:35])[C:30]([O:32][CH3:33])=[CH:31][C:26]=3[CH2:25][CH2:24][C@H:23]([NH:38][C:39](=[O:41])[CH3:40])[C:22]=2[CH:42]=1)=[O:16])=[O:11])=O)(C)(C)C.Cl.CCOCC. The catalyst is ClCCl. The product is [NH2:8][C@H:9]([CH2:43][CH2:44][CH2:45][CH2:46][NH2:47])[C:10]([NH:12][CH2:13][CH2:14][C:15]([O:17][C:18]1[CH:19]=[CH:20][C:21]2[C:27]3[C:28]([O:36][CH3:37])=[C:29]([O:34][CH3:35])[C:30]([O:32][CH3:33])=[CH:31][C:26]=3[CH2:25][CH2:24][C@H:23]([NH:38][C:39](=[O:41])[CH3:40])[C:22]=2[CH:42]=1)=[O:16])=[O:11]. The yield is 0.840. (5) The reactants are C1(S([N:10]2[C:14]3=[N:15][CH:16]=[C:17](Br)[CH:18]=[C:13]3[C:12]([C:20]#[N:21])=[CH:11]2)(=O)=O)C=CC=CC=1.[O:22]([C:29]1[CH:34]=[CH:33][CH:32]=[CH:31][C:30]=1B(O)O)[C:23]1[CH:28]=[CH:27][CH:26]=[CH:25][CH:24]=1.[Li+].[Cl-].C([O-])([O-])=O.[Na+].[Na+]. The catalyst is CCO.C1(C)C=CC=CC=1.Cl[Pd](Cl)([P](C1C=CC=CC=1)(C1C=CC=CC=1)C1C=CC=CC=1)[P](C1C=CC=CC=1)(C1C=CC=CC=1)C1C=CC=CC=1. The product is [O:22]([C:29]1[CH:30]=[CH:31][CH:32]=[CH:33][C:34]=1[C:17]1[CH:18]=[C:13]2[C:12]([C:20]#[N:21])=[CH:11][NH:10][C:14]2=[N:15][CH:16]=1)[C:23]1[CH:28]=[CH:27][CH:26]=[CH:25][CH:24]=1. The yield is 0.400. (6) The reactants are [Br-].[CH2:2]([C:4]1([O:9][C:10](=[O:34])[CH2:11][O:12][C:13]2[C:18]([CH3:19])=[CH:17][C:16]([S+:20]3[C:24]4[CH:25]=[CH:26][CH:27]=[CH:28][C:23]=4[C:22]4[CH:29]=[CH:30][CH:31]=[CH:32][C:21]3=4)=[CH:15][C:14]=2[CH3:33])[CH2:8][CH2:7][CH2:6][CH2:5]1)[CH3:3].[CH3:35][C@:36]12[CH2:52][CH2:51][C:50](=[O:53])[CH2:49][CH:48]1[CH2:47][C:46](=[O:54])[C@@H:45]1[C@@H:37]2[CH2:38][C:39](=[O:75])[C@@:40]2([CH3:74])[C@H:44]1[CH2:43][CH2:42][C@@H:41]2[C@H:55]([CH3:73])[CH2:56][CH2:57][C:58]([O:60][CH2:61][CH2:62][C:63]([F:72])([F:71])[C:64]([F:70])([F:69])[S:65]([O-:68])(=[O:67])=[O:66])=[O:59].[Na+].O. The catalyst is ClCCl. The product is [CH3:35][C@:36]12[CH2:52][CH2:51][C:50](=[O:53])[CH2:49][CH:48]1[CH2:47][C:46](=[O:54])[C@@H:45]1[C@@H:37]2[CH2:38][C:39](=[O:75])[C@@:40]2([CH3:74])[C@H:44]1[CH2:43][CH2:42][C@@H:41]2[C@H:55]([CH3:73])[CH2:56][CH2:57][C:58]([O:60][CH2:61][CH2:62][C:63]([F:72])([F:71])[C:64]([F:69])([F:70])[S:65]([O-:68])(=[O:66])=[O:67])=[O:59].[CH2:2]([C:4]1([O:9][C:10](=[O:34])[CH2:11][O:12][C:13]2[C:14]([CH3:33])=[CH:15][C:16]([S+:20]3[C:21]4[CH:32]=[CH:31][CH:30]=[CH:29][C:22]=4[C:23]4[CH:28]=[CH:27][CH:26]=[CH:25][C:24]3=4)=[CH:17][C:18]=2[CH3:19])[CH2:8][CH2:7][CH2:6][CH2:5]1)[CH3:3]. The yield is 0.800.